Dataset: Forward reaction prediction with 1.9M reactions from USPTO patents (1976-2016). Task: Predict the product of the given reaction. (1) Given the reactants [H-].[Na+].[Cl:3][C:4]1[N:14]=[C:13]2[C:7]([N:8]([CH3:16])[C:9](=[O:15])[CH2:10][CH2:11][NH:12]2)=[CH:6][N:5]=1.[CH2:17](Cl)[C:18]#[CH:19], predict the reaction product. The product is: [Cl:3][C:4]1[N:14]=[C:13]2[C:7](=[CH:6][N:5]=1)[N:8]([CH3:16])[C:9](=[O:15])[CH2:10][CH2:11][N:12]2[CH2:19][C:18]#[CH:17]. (2) The product is: [CH2:1]([O:8][C:9]1[CH:14]=[C:13]([CH2:15][S:21][CH3:20])[CH:12]=[CH:11][C:10]=1[N+:17]([O-:19])=[O:18])[C:2]1[CH:7]=[CH:6][CH:5]=[CH:4][CH:3]=1. Given the reactants [CH2:1]([O:8][C:9]1[CH:14]=[C:13]([CH2:15]Br)[CH:12]=[CH:11][C:10]=1[N+:17]([O-:19])=[O:18])[C:2]1[CH:7]=[CH:6][CH:5]=[CH:4][CH:3]=1.[CH3:20][S-:21].[Na+].O, predict the reaction product. (3) Given the reactants [CH3:1][C:2]([C:4]1[CH:9]=[CH:8][C:7](F)=[CH:6][CH:5]=1)=[O:3].[CH:11]1([CH2:14][N:15]2[CH2:20][CH2:19][CH:18]([O:21][CH:22]3[CH2:27][CH2:26][NH:25][CH2:24][CH2:23]3)[CH2:17][CH2:16]2)[CH2:13][CH2:12]1.C(=O)([O-])[O-].[K+].[K+], predict the reaction product. The product is: [CH:11]1([CH2:14][N:15]2[CH2:20][CH2:19][CH:18]([O:21][CH:22]3[CH2:23][CH2:24][N:25]([C:7]4[CH:8]=[CH:9][C:4]([C:2](=[O:3])[CH3:1])=[CH:5][CH:6]=4)[CH2:26][CH2:27]3)[CH2:17][CH2:16]2)[CH2:12][CH2:13]1. (4) Given the reactants FC1C=C(C2C(=O)C3C(=CC=C(F)C=3)NC=2[C@@H](N2C(=O)C3C(=CC=CC=3)C2=O)C)C=C(F)C=1.[NH2:34][C:35]1[C:40]([C:41]#[N:42])=[C:39]([NH:43][CH:44]([C:46]2[N:47](C)[C:48]3[C:53]([C:54](=[O:64])[C:55]=2[C:56]2[CH:61]=[C:60]([F:62])[CH:59]=[C:58]([F:63])[CH:57]=2)=[CH:52][C:51]([F:65])=[CH:50][CH:49]=3)[CH3:45])[N:38]=[CH:37][N:36]=1, predict the reaction product. The product is: [NH2:34][C:35]1[C:40]([C:41]#[N:42])=[C:39]([NH:43][C@H:44]([C:46]2[NH:47][C:48]3[C:53]([C:54](=[O:64])[C:55]=2[C:56]2[CH:61]=[C:60]([F:62])[CH:59]=[C:58]([F:63])[CH:57]=2)=[CH:52][C:51]([F:65])=[CH:50][CH:49]=3)[CH3:45])[N:38]=[CH:37][N:36]=1. (5) Given the reactants [C:1]1([CH3:7])[CH:6]=[CH:5]C=[CH:3][CH:2]=1.[Br:8][C:9]1[CH:10]=[CH:11][CH:12]=[C:13]2[C:17]=1[NH:16][CH:15]=[CH:14]2.C([Mg]Br)C.[Cl-].[NH4+:23], predict the reaction product. The product is: [Br:8][C:9]1[CH:10]=[CH:11][CH:12]=[C:13]2[C:17]=1[NH:16][CH:15]=[C:14]2[CH2:7][C:1]1([CH2:2][C:3]#[N:23])[CH2:6][CH2:5]1. (6) Given the reactants [C:1]([O:7][CH3:8])(=[O:6])[CH2:2][C:3]([CH3:5])=[O:4].[Cl:9][C:10]1[CH:17]=[C:16]([Cl:18])[CH:15]=[CH:14][C:11]=1[CH:12]=O.CC(O)=O.CNC, predict the reaction product. The product is: [Cl:9][C:10]1[CH:17]=[C:16]([Cl:18])[CH:15]=[CH:14][C:11]=1[CH:12]=[C:2]([C:3](=[O:4])[CH3:5])[C:1]([O:7][CH3:8])=[O:6]. (7) Given the reactants [N:1]([CH2:4][C@H:5]([CH3:29])[C@H:6]([C@H:15]1[CH2:19][O:18]C(C)(C)[N:16]1[C:22]([O:24][C:25]([CH3:28])([CH3:27])[CH3:26])=[O:23])[O:7][Si:8]([C:11]([CH3:14])([CH3:13])[CH3:12])([CH3:10])[CH3:9])=[N+:2]=[N-:3].CC1C=CC(S([O-])(=O)=O)=CC=1.C1C=C[NH+]=CC=1.CCN(C(C)C)C(C)C.CC(OC(OC(OC(C)(C)C)=O)=O)(C)C, predict the reaction product. The product is: [N:1]([CH2:4][C@H:5]([CH3:29])[C@@H:6]([O:7][Si:8]([C:11]([CH3:14])([CH3:13])[CH3:12])([CH3:9])[CH3:10])[C@H:15]([NH:16][C:22](=[O:23])[O:24][C:25]([CH3:28])([CH3:26])[CH3:27])[CH2:19][OH:18])=[N+:2]=[N-:3].